This data is from NCI-60 drug combinations with 297,098 pairs across 59 cell lines. The task is: Regression. Given two drug SMILES strings and cell line genomic features, predict the synergy score measuring deviation from expected non-interaction effect. Drug 1: C1CCN(CC1)CCOC2=CC=C(C=C2)C(=O)C3=C(SC4=C3C=CC(=C4)O)C5=CC=C(C=C5)O. Drug 2: C1=CC(=C2C(=C1NCCNCCO)C(=O)C3=C(C=CC(=C3C2=O)O)O)NCCNCCO. Cell line: SF-539. Synergy scores: CSS=46.6, Synergy_ZIP=5.96, Synergy_Bliss=5.34, Synergy_Loewe=-12.7, Synergy_HSA=6.32.